This data is from Serine/threonine kinase 33 screen with 319,792 compounds. The task is: Binary Classification. Given a drug SMILES string, predict its activity (active/inactive) in a high-throughput screening assay against a specified biological target. (1) The compound is FC(F)(F)c1ccc(/C=C2/CCn3c2nc2c(c3=O)ccc(c2)C(O)=O)cc1. The result is 0 (inactive). (2) The molecule is Clc1cc(N(C(=O)c2cc3nc4c(CCC4)c(SCC(O)=O)c3cc2)CC)c(OC)cc1. The result is 0 (inactive). (3) The molecule is Clc1cc(c(OCC(OCC)=O)c(OC)c1)/C=N/OC. The result is 0 (inactive). (4) The molecule is O=C1N(CC(C1)C(=O)NC(C(=O)NC1CCCC1)C)c1cc2OCCOc2cc1. The result is 0 (inactive). (5) The molecule is O(C(c1ccccc1)C(=O)N(C)C)C(=O)c1nc2c(cc1)cccc2. The result is 0 (inactive). (6) The molecule is s1c(nn2c1=NC(=O)C(/C2=N)=C\c1cc(OC)c(OC(c2ccccc2)C)cc1)CC(=O)N1CCOCC1. The result is 0 (inactive). (7) The molecule is Brc1ccc(C(=O)NNc2scc(n2)c2ccc(cc2)C#N)cc1. The result is 0 (inactive). (8) The molecule is S(=O)(=O)(N(Cc1occc1)C)c1sc(NC(=O)CC)nn1. The result is 0 (inactive).